Dataset: Forward reaction prediction with 1.9M reactions from USPTO patents (1976-2016). Task: Predict the product of the given reaction. (1) Given the reactants [CH3:1][C:2]1[NH:6][C:5]2[CH:7]=[CH:8][CH:9]=[CH:10][C:4]=2[N:3]=1.[OH-].[Na+].[Cl:13][CH2:14][CH2:15][CH2:16]Br, predict the reaction product. The product is: [Cl:13][CH2:14][CH2:15][CH2:16][N:3]1[C:4]2[CH:10]=[CH:9][CH:8]=[CH:7][C:5]=2[N:6]=[C:2]1[CH3:1]. (2) Given the reactants Cl[C:2](Cl)([O:4]C(=O)OC(Cl)(Cl)Cl)Cl.[NH:13]([C:15]([C:17]1[CH:18]=[N:19][N:20]2[C:25]([C:26]3[CH:27]=[C:28]([NH:32][C:33](=[O:44])[C:34]4[CH:39]=[CH:38][CH:37]=[C:36]([C:40]([F:43])([F:42])[F:41])[CH:35]=4)[CH:29]=[CH:30][CH:31]=3)=[CH:24][CH:23]=[N:22][C:21]=12)=[O:16])[NH2:14], predict the reaction product. The product is: [O:4]=[C:2]1[O:16][C:15]([C:17]2[CH:18]=[N:19][N:20]3[C:25]([C:26]4[CH:27]=[C:28]([NH:32][C:33](=[O:44])[C:34]5[CH:39]=[CH:38][CH:37]=[C:36]([C:40]([F:43])([F:42])[F:41])[CH:35]=5)[CH:29]=[CH:30][CH:31]=4)=[CH:24][CH:23]=[N:22][C:21]=23)=[N:13][NH:14]1. (3) The product is: [C:17]([NH:21][C:22]([C:24]1[CH:29]=[CH:28][C:27]([C:2]2[C:7]([Cl:8])=[CH:6][C:5]([NH:9][C:10]3[N:14]=[C:13]([NH2:15])[NH:12][N:11]=3)=[CH:4][C:3]=2[Cl:16])=[CH:26][CH:25]=1)=[O:23])([CH3:20])([CH3:18])[CH3:19]. Given the reactants Br[C:2]1[C:7]([Cl:8])=[CH:6][C:5]([NH:9][C:10]2[N:14]=[C:13]([NH2:15])[NH:12][N:11]=2)=[CH:4][C:3]=1[Cl:16].[C:17]([NH:21][C:22]([C:24]1[CH:29]=[CH:28][C:27](B(O)O)=[CH:26][CH:25]=1)=[O:23])([CH3:20])([CH3:19])[CH3:18].C(=O)([O-])[O-].[Na+].[Na+], predict the reaction product. (4) The product is: [F:1][C:2]1[CH:30]=[CH:29][C:5]([CH2:6][N:7]2[C:15]3[CH:14]=[CH:13][CH:12]=[CH:11][C:10]=3[C:9]3[CH2:16][CH:17]4[C:27](=[O:28])[NH:34][C:20](=[O:22])[N:18]4[CH2:19][C:8]2=3)=[CH:4][CH:3]=1. Given the reactants [F:1][C:2]1[CH:30]=[CH:29][C:5]([CH2:6][N:7]2[C:15]3[C:10](=[CH:11][CH:12]=[CH:13][CH:14]=3)[C:9]3[CH2:16][C@@H:17]([CH2:27][OH:28])[N:18]([C:20]([O:22]C(C)(C)C)=O)[CH2:19][C:8]2=3)=[CH:4][CH:3]=1.O(C#[N:34])[K], predict the reaction product.